The task is: Predict which catalyst facilitates the given reaction.. This data is from Catalyst prediction with 721,799 reactions and 888 catalyst types from USPTO. (1) Reactant: [OH:1][CH2:2][C@H:3]1[O:7][C:6](=[O:8])[CH2:5][CH2:4]1.[O:9]1[CH:14]=[CH:13][CH2:12][CH2:11][CH2:10]1.C1(C)C=CC(S([O-])(=O)=O)=CC=1.[NH+]1C=CC=CC=1. Product: [O:9]1[CH2:14][CH2:13][CH2:12][CH2:11][CH:10]1[O:1][CH2:2][C@H:3]1[O:7][C:6](=[O:8])[CH2:5][CH2:4]1. The catalyst class is: 2. (2) Reactant: C[O:2][C:3]([CH:5]1[CH2:10][C:9]([CH3:12])([CH3:11])[CH2:8][N:7]([C:13](=[O:21])[C:14]2[CH:19]=[CH:18][C:17]([F:20])=[CH:16][CH:15]=2)[CH2:6]1)=[O:4].[Li+:22].[OH-].O. Product: [F:20][C:17]1[CH:16]=[CH:15][C:14]([C:13]([N:7]2[CH2:8][C:9]([CH3:12])([CH3:11])[CH2:10][CH:5]([C:3]([O-:4])=[O:2])[CH2:6]2)=[O:21])=[CH:19][CH:18]=1.[Li+:22]. The catalyst class is: 36. (3) Reactant: [NH2:1][CH2:2][CH2:3][S:4][S:5][CH2:6][CH2:7][NH:8][C:9](=[O:29])[CH2:10][CH2:11][CH2:12]/[CH:13]=[CH:14]\[CH2:15]/[CH:16]=[CH:17]\[CH2:18]/[CH:19]=[CH:20]\[CH2:21]/[CH:22]=[CH:23]\[CH2:24]/[CH:25]=[CH:26]\[CH2:27][CH3:28].[C:30]1(=[O:36])[O:35][C:33](=[O:34])[CH2:32][CH2:31]1.CCN(CC)CC.Cl. Product: [C:9]([NH:8][CH2:7][CH2:6][S:5][S:4][CH2:3][CH2:2][NH:1][C:30](=[O:36])[CH2:31][CH2:32][C:33]([OH:35])=[O:34])(=[O:29])[CH2:10][CH2:11][CH2:12]/[CH:13]=[CH:14]\[CH2:15]/[CH:16]=[CH:17]\[CH2:18]/[CH:19]=[CH:20]\[CH2:21]/[CH:22]=[CH:23]\[CH2:24]/[CH:25]=[CH:26]\[CH2:27][CH3:28]. The catalyst class is: 2. (4) Reactant: [Br:1][C:2]1[CH:3]=[C:4]2[C:15](=[CH:16][CH:17]=1)[O:14][C:7]1[C:8]([F:13])=[N:9][C:10]([Cl:12])=[CH:11][C:6]=1[C:5]2([CH2:25][C:26]([O:28][CH3:29])=[O:27])[NH:18]S(C(C)(C)C)=O.Cl. Product: [NH2:18][C:5]1([CH2:25][C:26]([O:28][CH3:29])=[O:27])[C:6]2[CH:11]=[C:10]([Cl:12])[N:9]=[C:8]([F:13])[C:7]=2[O:14][C:15]2[C:4]1=[CH:3][C:2]([Br:1])=[CH:17][CH:16]=2. The catalyst class is: 5.